This data is from CYP2D6 inhibition data for predicting drug metabolism from PubChem BioAssay. The task is: Regression/Classification. Given a drug SMILES string, predict its absorption, distribution, metabolism, or excretion properties. Task type varies by dataset: regression for continuous measurements (e.g., permeability, clearance, half-life) or binary classification for categorical outcomes (e.g., BBB penetration, CYP inhibition). Dataset: cyp2d6_veith. The molecule is CC(C)C(=O)N[C@H]1CCCN1C(=O)/C=C\c1ccccc1. The result is 0 (non-inhibitor).